From a dataset of Catalyst prediction with 721,799 reactions and 888 catalyst types from USPTO. Predict which catalyst facilitates the given reaction. Reactant: [OH:1][C:2]1[C:3]([C:19](=O)[CH3:20])=[CH:4][C:5]2[CH2:11][CH2:10][N:9]([C:12](=[O:17])[C:13]([F:16])([F:15])[F:14])[CH2:8][CH2:7][C:6]=2[CH:18]=1.[N:22]1C=CC=CC=1.C1C=CC(P(C2C=CC=CC=2)C2C=CC=CC=2)=CC=1.CCOC(/N=N/C(OCC)=O)=O. Product: [CH3:20][C:19]1[C:3]2[C:2](=[CH:18][C:6]3[CH2:7][CH2:8][N:9]([C:12](=[O:17])[C:13]([F:16])([F:15])[F:14])[CH2:10][CH2:11][C:5]=3[CH:4]=2)[O:1][N:22]=1. The catalyst class is: 6.